From a dataset of Full USPTO retrosynthesis dataset with 1.9M reactions from patents (1976-2016). Predict the reactants needed to synthesize the given product. (1) Given the product [C:42]1([S:48]([N:51]2[C:59]3[CH:58]=[CH:57][N:56]=[C:55]([C:11]4[N:12]=[C:7]([N:1]5[CH2:6][CH2:5][O:4][CH2:3][CH2:2]5)[C:8]5[N:28]=[C:27]([CH2:29][N:30]6[CH2:35][CH2:34][N:33]([C:36]([CH3:40])([CH3:41])[C:37]([NH2:39])=[O:38])[CH2:32][CH2:31]6)[S:26][C:9]=5[N:10]=4)[C:54]=3[CH:53]=[CH:52]2)(=[O:50])=[O:49])[CH:43]=[CH:44][CH:45]=[CH:46][CH:47]=1, predict the reactants needed to synthesize it. The reactants are: [N:1]1([C:7]2[C:8]3[N:28]=[C:27]([CH2:29][N:30]4[CH2:35][CH2:34][N:33]([C:36]([CH3:41])([CH3:40])[C:37]([NH2:39])=[O:38])[CH2:32][CH2:31]4)[S:26][C:9]=3[N:10]=[C:11]([Sn](CCCC)(CCCC)CCCC)[N:12]=2)[CH2:6][CH2:5][O:4][CH2:3][CH2:2]1.[C:42]1([S:48]([N:51]2[C:59]3[CH:58]=[CH:57][N:56]=[C:55](Br)[C:54]=3[CH:53]=[CH:52]2)(=[O:50])=[O:49])[CH:47]=[CH:46][CH:45]=[CH:44][CH:43]=1. (2) Given the product [ClH:1].[OH:22][CH2:21][C@@H:10]1[C@H:9]([OH:8])[CH2:13][CH2:12][NH:11]1, predict the reactants needed to synthesize it. The reactants are: [ClH:1].O1CCOCC1.[OH:8][C@@H:9]1[CH2:13][CH2:12][N:11](C(OC(C)(C)C)=O)[C@@H:10]1[CH2:21][OH:22]. (3) Given the product [NH2:34][C:33]([N:24]([C:20]1[CH:21]=[CH:22][CH:23]=[C:18]([I:17])[CH:19]=1)[C@H:25]([C:27]([O:29][CH2:30][CH3:31])=[O:28])[CH3:26])=[O:32], predict the reactants needed to synthesize it. The reactants are: IC1C=C(C=CC=1)N.BrCCC(OCC)=O.[I:17][C:18]1[CH:19]=[C:20]([NH:24][C@H:25]([C:27]([O:29][CH2:30][CH3:31])=[O:28])[CH3:26])[CH:21]=[CH:22][CH:23]=1.[O-:32][C:33]#[N:34].[Na+].